This data is from Forward reaction prediction with 1.9M reactions from USPTO patents (1976-2016). The task is: Predict the product of the given reaction. (1) Given the reactants [OH:1][CH2:2][C:3]1[CH:8]=[CH:7][C:6]([N:9]([CH2:17][C:18]2[N:19]=[C:20]([C:24]3[CH:29]=[CH:28][CH:27]=[CH:26][CH:25]=3)[O:21][C:22]=2[CH3:23])[C:10](=[O:16])[O:11][C:12]([CH3:15])([CH3:14])[CH3:13])=[CH:5][CH:4]=1.[CH3:30]S(Cl)(=O)=O.O[C:36]1[CH:41]=[CH:40][CH:39]=[CH:38][C:37]=1[CH2:42][C:43]([O-:45])=[O:44].[H-].[Na+], predict the reaction product. The product is: [C:12]([O:11][C:10]([N:9]([CH2:17][C:18]1[N:19]=[C:20]([C:24]2[CH:25]=[CH:26][CH:27]=[CH:28][CH:29]=2)[O:21][C:22]=1[CH3:23])[C:6]1[CH:7]=[CH:8][C:3]([CH2:2][O:1][C:36]2[CH:41]=[CH:40][CH:39]=[CH:38][C:37]=2[CH2:42][C:43]([O:45][CH3:30])=[O:44])=[CH:4][CH:5]=1)=[O:16])([CH3:13])([CH3:14])[CH3:15]. (2) Given the reactants [CH2:1]([O:3][C:4]([C:6]1([CH3:27])[CH2:11][CH2:10][N:9]([C:12]2[CH2:26][C:15]3([CH2:18][N:17](C(OC(C)(C)C)=O)[CH2:16]3)[O:14][N:13]=2)[CH2:8][CH2:7]1)=[O:5])[CH3:2].[Br:28][C:29]1[C:34]([O:35][CH2:36][CH3:37])=[C:33]([CH:38]=O)[CH:32]=[C:31]([CH:40]2[CH2:42][CH2:41]2)[C:30]=1[C:43]1[CH:48]=[CH:47][C:46]([F:49])=[CH:45][CH:44]=1, predict the reaction product. The product is: [Br:28][C:29]1[C:34]([O:35][CH2:36][CH3:37])=[C:33]([CH2:38][N:17]2[CH2:16][C:15]3([CH2:26][C:12]([N:9]4[CH2:10][CH2:11][C:6]([CH3:27])([C:4]([O:3][CH2:1][CH3:2])=[O:5])[CH2:7][CH2:8]4)=[N:13][O:14]3)[CH2:18]2)[CH:32]=[C:31]([CH:40]2[CH2:42][CH2:41]2)[C:30]=1[C:43]1[CH:48]=[CH:47][C:46]([F:49])=[CH:45][CH:44]=1. (3) Given the reactants [C:1]1([CH2:7][C:8](O)=[O:9])[CH:6]=[CH:5][CH:4]=[CH:3][CH:2]=1.Cl.CN(C)CCCN=C=NCC.[NH2:23][C:24]1[N:29]=[C:28]2[NH:30][CH:31]=[C:32]([CH:33]=[C:34]([C:38]3[CH:43]=[CH:42][CH:41]=[CH:40][CH:39]=3)[C:35]([NH2:37])=[O:36])[C:27]2=[CH:26][CH:25]=1, predict the reaction product. The product is: [C:1]1([CH2:7][C:8]([NH:23][C:24]2[N:29]=[C:28]3[NH:30][CH:31]=[C:32]([CH:33]=[C:34]([C:38]4[CH:39]=[CH:40][CH:41]=[CH:42][CH:43]=4)[C:35]([NH2:37])=[O:36])[C:27]3=[CH:26][CH:25]=2)=[O:9])[CH:6]=[CH:5][CH:4]=[CH:3][CH:2]=1. (4) Given the reactants [CH3:1][CH:2]1[CH2:4][N@@:3]1[P:5](=[O:14])([O:10][CH:11]([CH3:13])[CH3:12])[O:6][CH:7]([CH3:9])[CH3:8].[C:15]1([Mg]Cl)[CH:20]=[CH:19][CH:18]=[CH:17][CH:16]=1, predict the reaction product. The product is: [C:15]1([CH2:4][C@@H:2]([NH:3][P:5](=[O:14])([O:10][CH:11]([CH3:13])[CH3:12])[O:6][CH:7]([CH3:9])[CH3:8])[CH3:1])[CH:20]=[CH:19][CH:18]=[CH:17][CH:16]=1. (5) Given the reactants [N+:1]([C:4]1[CH:5]=[CH:6][CH:7]=[C:8]2[C:13]=1[N:12]=[CH:11][CH:10]=[C:9]2[C:14]([F:17])([F:16])[F:15])([O-])=O.Cl[Sn]Cl, predict the reaction product. The product is: [F:17][C:14]([F:15])([F:16])[C:9]1[C:8]2[C:13](=[C:4]([NH2:1])[CH:5]=[CH:6][CH:7]=2)[N:12]=[CH:11][CH:10]=1. (6) Given the reactants Cl[C:2]1[CH:11]=[CH:10][C:9]2[C:4](=[CH:5][CH:6]=[C:7](Cl)[CH:8]=2)[N:3]=1.[N:13]1[CH:18]=[CH:17][CH:16]=[CH:15][C:14]=1[CH2:19][NH2:20].[N:21]1[CH:26]=[CH:25][CH:24]=[C:23]([CH2:27][NH2:28])[CH:22]=1, predict the reaction product. The product is: [N:21]1[CH:26]=[CH:25][CH:24]=[C:23]([CH2:27][NH:28][C:7]2[CH:8]=[C:9]3[C:4](=[CH:5][CH:6]=2)[N:3]=[C:2]([NH:20][CH2:19][C:14]2[CH:15]=[CH:16][CH:17]=[CH:18][N:13]=2)[CH:11]=[CH:10]3)[CH:22]=1. (7) Given the reactants Br[C:2]1[CH:3]=[C:4]([CH:6]=[CH:7][CH:8]=1)[NH2:5].[CH3:9][N:10]1[CH:14]=[C:13](B2OC(C)(C)C(C)(C)O2)[CH:12]=[N:11]1.C([O-])([O-])=O.[Na+].[Na+].ClCCl, predict the reaction product. The product is: [CH3:9][N:10]1[CH:14]=[C:13]([C:2]2[CH:3]=[C:4]([CH:6]=[CH:7][CH:8]=2)[NH2:5])[CH:12]=[N:11]1.